Dataset: Forward reaction prediction with 1.9M reactions from USPTO patents (1976-2016). Task: Predict the product of the given reaction. (1) The product is: [NH2:23][C:20]1[CH:21]=[CH:22][C:14]2[N:13]([CH2:12][CH2:11][N:2]([CH3:1])[CH2:3][C:4]([O:6][C:7]([CH3:8])([CH3:9])[CH3:10])=[O:5])[CH2:18][CH2:17][S:16][C:15]=2[CH:19]=1. Given the reactants [CH3:1][N:2]([CH2:11][CH2:12][N:13]1[CH2:18][CH2:17][S:16][C:15]2[CH:19]=[C:20]([N+:23]([O-])=O)[CH:21]=[CH:22][C:14]1=2)[CH2:3][C:4]([O:6][C:7]([CH3:10])([CH3:9])[CH3:8])=[O:5], predict the reaction product. (2) Given the reactants I[C:2]1[N:3]([CH2:18][C:19]2[C:28]3[C:23](=[CH:24][CH:25]=[CH:26][CH:27]=3)[CH:22]=[CH:21][CH:20]=2)[CH:4]=[C:5]2[C:10]=1[C:9](=[O:11])[N:8]([CH3:12])[C:7](=[O:13])[N:6]2[CH2:14][CH:15]([CH3:17])[CH3:16].[CH2:29]([OH:33])[CH2:30][C:31]#[CH:32], predict the reaction product. The product is: [OH:33][CH2:29][CH2:30][C:31]#[C:32][C:2]1[N:3]([CH2:18][C:19]2[C:28]3[C:23](=[CH:24][CH:25]=[CH:26][CH:27]=3)[CH:22]=[CH:21][CH:20]=2)[CH:4]=[C:5]2[C:10]=1[C:9](=[O:11])[N:8]([CH3:12])[C:7](=[O:13])[N:6]2[CH2:14][CH:15]([CH3:17])[CH3:16]. (3) The product is: [C:40]([C:44]1[CH:38]=[C:39]([NH:35][C:33]([N:1]2[C:9]3[C:4](=[CH:5][CH:6]=[CH:7][CH:8]=3)[CH:3]=[CH:2]2)=[O:34])[NH:47][N:48]=1)([CH3:43])([CH3:42])[CH3:41]. Given the reactants [NH:1]1[C:9]2[C:4](=[CH:5][C:6](OC3C4C(C)N(C(OC(C)(C)C)=O)CC=4N=CN=3)=[CH:7][CH:8]=2)[CH:3]=[CH:2]1.N1([C:33]([N:35]2[CH:39]=[CH:38]N=C2)=[O:34])C=CN=C1.[C:40]([C:44]1[NH:48][N:47]=C(N)C=1)([CH3:43])([CH3:42])[CH3:41].Cl.C(O)(C(F)(F)F)=O, predict the reaction product. (4) Given the reactants [C:1]([NH:5][C:6]1[N:13]=[C:12](Cl)[CH:11]=[CH:10][C:7]=1[C:8]#[N:9])([CH3:4])([CH3:3])[CH3:2].[Br:15][C:16]1[CH:23]=[CH:22][C:21]([OH:24])=[CH:20][C:17]=1[CH:18]=[O:19].C([O-])([O-])=O.[K+].[K+], predict the reaction product. The product is: [Br:15][C:16]1[CH:23]=[CH:22][C:21]([O:24][C:12]2[CH:11]=[CH:10][C:7]([C:8]#[N:9])=[C:6]([NH:5][C:1]([CH3:4])([CH3:3])[CH3:2])[N:13]=2)=[CH:20][C:17]=1[CH:18]=[O:19]. (5) Given the reactants Cl[C:2]1[C:11]2[C:6](=[CH:7][C:8]([O:14][CH3:15])=[C:9]([O:12][CH3:13])[CH:10]=2)[N:5]=[CH:4][CH:3]=1.[F:16][C:17]1[CH:18]=[C:19]([N:24]2[CH2:28][CH:27]([CH2:29][O:30][C:31]3[CH:36]=[CH:35][CH:34]=[CH:33][CH:32]=3)[CH2:26][C:25]2=[O:37])[CH:20]=[CH:21][C:22]=1[OH:23], predict the reaction product. The product is: [CH3:13][O:12][C:9]1[CH:10]=[C:11]2[C:6](=[CH:7][C:8]=1[O:14][CH3:15])[N:5]=[CH:4][CH:3]=[C:2]2[O:23][C:22]1[CH:21]=[CH:20][C:19]([N:24]2[CH2:28][CH:27]([CH2:29][O:30][C:31]3[CH:32]=[CH:33][CH:34]=[CH:35][CH:36]=3)[CH2:26][C:25]2=[O:37])=[CH:18][C:17]=1[F:16]. (6) Given the reactants [C:1]([N:8]1[CH2:13][CH2:12][N:11]2[CH2:14][C@@H:15]([CH2:18][OH:19])[CH2:16][CH2:17][C@@H:10]2[CH2:9]1)([O:3][C:4]([CH3:7])([CH3:6])[CH3:5])=[O:2].[F:20][C:21]1[CH:26]=[CH:25][C:24](O)=[CH:23][CH:22]=1.C1(P(C2C=CC=CC=2)C2C=CC=CC=2)C=CC=CC=1.N(C(OCC)=O)=NC(OCC)=O.Cl, predict the reaction product. The product is: [C:1]([N:8]1[CH2:13][CH2:12][N:11]2[CH2:14][C@@H:15]([CH2:18][O:19][C:24]3[CH:25]=[CH:26][C:21]([F:20])=[CH:22][CH:23]=3)[CH2:16][CH2:17][C@@H:10]2[CH2:9]1)([O:3][C:4]([CH3:7])([CH3:6])[CH3:5])=[O:2]. (7) Given the reactants [CH3:1][C:2]1[CH:3]=[C:4]([NH2:11])[CH:5]=[CH:6][C:7]=1[N+:8]([O-:10])=[O:9].[S-:12][C:13]#[N:14].[K+].BrBr, predict the reaction product. The product is: [CH3:1][C:2]1[C:3]2[S:12][C:13]([NH2:14])=[N:11][C:4]=2[CH:5]=[CH:6][C:7]=1[N+:8]([O-:10])=[O:9].